From a dataset of Full USPTO retrosynthesis dataset with 1.9M reactions from patents (1976-2016). Predict the reactants needed to synthesize the given product. (1) Given the product [Br:1][C:2]1[CH:3]=[C:4]([C:11]([CH3:16])([CH3:17])[C:12]([F:13])([F:14])[F:15])[N:5]=[CH:6][C:7]=1[NH2:8], predict the reactants needed to synthesize it. The reactants are: [Br:1][C:2]1[C:7]([N+:8]([O-])=O)=[CH:6][N:5]=[C:4]([C:11]([CH3:17])([CH3:16])[C:12]([F:15])([F:14])[F:13])[CH:3]=1.O.O.[Sn](Cl)Cl.C([O-])(O)=O.[Na+]. (2) Given the product [CH3:1][C:2]1[CH:16]=[C:5]2[C:6]3[CH:12]([CH2:13][CH2:14][NH:15][C:27]([CH:24]4[CH2:26][CH2:25]4)=[O:28])[CH2:11][CH2:10][C:7]=3[CH:8]=[CH:9][N:4]2[N:3]=1, predict the reactants needed to synthesize it. The reactants are: [CH3:1][C:2]1[CH:16]=[C:5]2[C:6]3[CH:12]([CH2:13][CH2:14][NH2:15])[CH2:11][CH2:10][C:7]=3[CH:8]=[CH:9][N:4]2[N:3]=1.C(N(CC)CC)C.[CH:24]1([C:27](Cl)=[O:28])[CH2:26][CH2:25]1.